This data is from Forward reaction prediction with 1.9M reactions from USPTO patents (1976-2016). The task is: Predict the product of the given reaction. Given the reactants C([Sn](CCCC)(CCCC)[C:6]1[CH:11]=[N:10][CH:9]=[CH:8][N:7]=1)CCC.Br[C:21]1[N:29]2[C:24]([CH:25]=[N:26][C:27]([S:30][CH3:31])=[N:28]2)=[CH:23][CH:22]=1, predict the reaction product. The product is: [CH3:31][S:30][C:27]1[N:26]=[CH:25][C:24]2=[CH:23][CH:22]=[C:21]([C:6]3[CH:11]=[N:10][CH:9]=[CH:8][N:7]=3)[N:29]2[N:28]=1.